From a dataset of Full USPTO retrosynthesis dataset with 1.9M reactions from patents (1976-2016). Predict the reactants needed to synthesize the given product. (1) The reactants are: [NH2:1][C:2]1[CH:7]=[C:6]([NH:8][C:9](=[O:18])[C:10]2[C:15]([Cl:16])=[CH:14][CH:13]=[CH:12][C:11]=2[Cl:17])[CH:5]=[CH:4][N:3]=1.N1C=CC=CC=1.Cl[C:26](OC1C=CC=CC=1)=[O:27].[CH3:35][O:36][CH2:37][CH2:38][CH2:39][NH2:40]. Given the product [Cl:16][C:15]1[CH:14]=[CH:13][CH:12]=[C:11]([Cl:17])[C:10]=1[C:9]([NH:8][C:6]1[CH:5]=[CH:4][N:3]=[C:2]([NH:1][C:26]([NH:40][CH2:39][CH2:38][CH2:37][O:36][CH3:35])=[O:27])[CH:7]=1)=[O:18], predict the reactants needed to synthesize it. (2) The reactants are: [F:1][C:2]([F:26])([F:25])[C:3]1[N:8]2[N:9]=[CH:10][C:11]([C:12](O)=[O:13])=[C:7]2[N:6]=[C:5]([C:15]2[CH:20]=[CH:19][C:18]([C:21]([F:24])([F:23])[F:22])=[CH:17][CH:16]=2)[CH:4]=1.[NH2:27][C:28]1[CH:29]=[C:30]([S:34]([NH:37][CH2:38][CH3:39])(=[O:36])=[O:35])[CH:31]=[CH:32][CH:33]=1. Given the product [CH2:38]([NH:37][S:34]([C:30]1[CH:29]=[C:28]([NH:27][C:12]([C:11]2[CH:10]=[N:9][N:8]3[C:3]([C:2]([F:26])([F:25])[F:1])=[CH:4][C:5]([C:15]4[CH:20]=[CH:19][C:18]([C:21]([F:24])([F:22])[F:23])=[CH:17][CH:16]=4)=[N:6][C:7]=23)=[O:13])[CH:33]=[CH:32][CH:31]=1)(=[O:36])=[O:35])[CH3:39], predict the reactants needed to synthesize it. (3) The reactants are: [F-].[Cs+].[Br:3][C:4]1[S:8][C:7]([CH:9]=[O:10])=[CH:6][CH:5]=1.[F:11][C:12]([Si](C)(C)C)([F:14])[F:13]. Given the product [Br:3][C:4]1[S:8][C:7]([CH:9]([OH:10])[C:12]([F:14])([F:13])[F:11])=[CH:6][CH:5]=1, predict the reactants needed to synthesize it.